This data is from hERG channel blocking data for cardiac toxicity assessment. The task is: Regression/Classification. Given a drug SMILES string, predict its toxicity properties. Task type varies by dataset: regression for continuous values (e.g., LD50, hERG inhibition percentage) or binary classification for toxic/non-toxic outcomes (e.g., AMES mutagenicity, cardiotoxicity, hepatotoxicity). Dataset: herg. (1) The molecule is CCC(C)C(=O)OC1CC(C)C=C2C=CC(C)C(CCC3CC(O)CC(=O)O3)C21. The result is 1 (blocker). (2) The molecule is F[C@H]1CC[NH2+]C[C@H]1c1c(-c2ccccc2)[nH]c2ccc(Cl)cc12. The result is 1 (blocker). (3) The compound is O=C(CCC[NH+]1CC=C([N+]2=c3ccccc3=NC2=O)CC1)c1ccc(F)cc1. The result is 1 (blocker).